Dataset: CYP2C19 inhibition data for predicting drug metabolism from PubChem BioAssay. Task: Regression/Classification. Given a drug SMILES string, predict its absorption, distribution, metabolism, or excretion properties. Task type varies by dataset: regression for continuous measurements (e.g., permeability, clearance, half-life) or binary classification for categorical outcomes (e.g., BBB penetration, CYP inhibition). Dataset: cyp2c19_veith. (1) The compound is Nc1nc2nc3c(nc2c(=O)[nH]1)CN(c1ccc(C(=O)O)cc1)C3=O. The result is 0 (non-inhibitor). (2) The molecule is O=C(O)[C@H](CCc1ccccn1)c1ccccc1. The result is 0 (non-inhibitor). (3) The drug is Cn1cc(-c2nc3cnc(N4CCNCC4)nc3n(CCc3ccccc3)c2=O)c2ccccc21. The result is 1 (inhibitor). (4) The compound is O=C1c2ccccc2C(=O)C1c1ccccc1. The result is 0 (non-inhibitor). (5) The compound is O=c1cnc2cnc(Oc3cccc(Cl)c3)nc2n1C1CC1. The result is 1 (inhibitor). (6) The molecule is Cc1ncsc1CCCl. The result is 1 (inhibitor). (7) The drug is Clc1ccccc1-c1nccc(NCCN2CCOCC2)n1. The result is 1 (inhibitor).